This data is from Reaction yield outcomes from USPTO patents with 853,638 reactions. The task is: Predict the reaction yield, written as a fraction of the theoretical maximum amount of product (1.0 means a 100% yield; for example, 0.34 means a 34% yield). (1) The reactants are Br[C:2]1[C:10]2[C:5](=[CH:6][CH:7]=[C:8]([C:11]#[N:12])[CH:9]=2)[N:4]([CH:13]2[CH2:18][CH2:17][CH2:16][CH2:15][O:14]2)[N:3]=1.C(N(C(C)C)CC)(C)C.[C:28]1([C:34]#[CH:35])[CH:33]=[CH:32][CH:31]=[CH:30][CH:29]=1. The catalyst is Cl[Pd](Cl)([P](C1C=CC=CC=1)(C1C=CC=CC=1)C1C=CC=CC=1)[P](C1C=CC=CC=1)(C1C=CC=CC=1)C1C=CC=CC=1.[Cu]I.C(#N)C. The product is [O:14]1[CH2:15][CH2:16][CH2:17][CH2:18][CH:13]1[N:4]1[C:5]2[C:10](=[CH:9][C:8]([C:11]#[N:12])=[CH:7][CH:6]=2)[C:2]([C:35]#[C:34][C:28]2[CH:33]=[CH:32][CH:31]=[CH:30][CH:29]=2)=[N:3]1. The yield is 0.762. (2) The reactants are [OH:1][C:2]1[CH:3]=[C:4]([CH:7]=[CH:8][C:9]=1[O:10][CH2:11][CH2:12][CH3:13])[CH:5]=O.[CH3:14][C:15]([C:17]1[CH:22]=[C:21]([O:23][CH3:24])[CH:20]=[C:19]([O:25][CH3:26])[CH:18]=1)=[O:16].[OH-].[Na+]. The catalyst is CO. The product is [OH:1][C:2]1[CH:3]=[C:4](/[CH:5]=[CH:14]/[C:15]([C:17]2[CH:18]=[C:19]([O:25][CH3:26])[CH:20]=[C:21]([O:23][CH3:24])[CH:22]=2)=[O:16])[CH:7]=[CH:8][C:9]=1[O:10][CH2:11][CH2:12][CH3:13]. The yield is 0.190.